From a dataset of Forward reaction prediction with 1.9M reactions from USPTO patents (1976-2016). Predict the product of the given reaction. (1) Given the reactants [Cl:1][C:2]1[CH:3]=[C:4]([C:12]([O:14][NH:15][C:16]([C:18]2[CH:19]=[CH:20][C:21]([O:27]COCC[Si](C)(C)C)=[C:22]3[O:26][CH:25]=[CH:24][C:23]=23)=[NH:17])=O)[CH:5]=[N:6][C:7]=1[O:8][CH:9]([CH3:11])[CH3:10].CCCC[N+](CCCC)(CCCC)CCCC.[F-].CCOC(C)=O, predict the reaction product. The product is: [Cl:1][C:2]1[CH:3]=[C:4]([C:12]2[O:14][N:15]=[C:16]([C:18]3[C:23]4[CH:24]=[CH:25][O:26][C:22]=4[C:21]([OH:27])=[CH:20][CH:19]=3)[N:17]=2)[CH:5]=[N:6][C:7]=1[O:8][CH:9]([CH3:11])[CH3:10]. (2) Given the reactants [NH2:1][C@H:2]([C:10]([OH:12])=[O:11])[CH2:3][CH2:4][CH2:5][NH:6][C:7](=[NH:9])[NH2:8].[C:13](Cl)(=[O:25])[CH2:14][CH2:15][CH2:16][CH2:17][CH2:18][CH2:19][CH2:20][CH2:21][CH2:22][CH2:23][CH3:24].Cl.[OH-].[Na+], predict the reaction product. The product is: [C:13]([NH:1][C@H:2]([C:10]([OH:12])=[O:11])[CH2:3][CH2:4][CH2:5][NH:6][C:7](=[NH:8])[NH2:9])(=[O:25])[CH2:14][CH2:15][CH2:16][CH2:17][CH2:18][CH2:19][CH2:20][CH2:21][CH2:22][CH2:23][CH3:24]. (3) Given the reactants [N+:1]([C:4]1[CH:12]=[CH:11][CH:10]=[C:6]([C:7]([OH:9])=O)[C:5]=1[C:13]([OH:15])=[O:14])([O-:3])=[O:2].C(OC(=O)C)(=O)C, predict the reaction product. The product is: [N+:1]([C:4]1[CH:12]=[CH:11][CH:10]=[C:6]2[C:7]([O:15][C:13](=[O:14])[C:5]=12)=[O:9])([O-:3])=[O:2].